Dataset: Peptide-MHC class I binding affinity with 185,985 pairs from IEDB/IMGT. Task: Regression. Given a peptide amino acid sequence and an MHC pseudo amino acid sequence, predict their binding affinity value. This is MHC class I binding data. (1) The peptide sequence is ELCGAFLFY. The MHC is HLA-A33:01 with pseudo-sequence HLA-A33:01. The binding affinity (normalized) is 0.120. (2) The peptide sequence is FANSKFTLVA. The MHC is HLA-A02:01 with pseudo-sequence HLA-A02:01. The binding affinity (normalized) is 0.0130. (3) The peptide sequence is HPDIVIYQY. The MHC is HLA-B40:01 with pseudo-sequence HLA-B40:01. The binding affinity (normalized) is 0. (4) The peptide sequence is YMWLGARFL. The MHC is H-2-Db with pseudo-sequence H-2-Db. The binding affinity (normalized) is 0.480. (5) The peptide sequence is DSDGSFFLY. The MHC is HLA-A02:01 with pseudo-sequence HLA-A02:01. The binding affinity (normalized) is 0.0847.